This data is from NCI-60 drug combinations with 297,098 pairs across 59 cell lines. The task is: Regression. Given two drug SMILES strings and cell line genomic features, predict the synergy score measuring deviation from expected non-interaction effect. (1) Drug 1: CC=C1C(=O)NC(C(=O)OC2CC(=O)NC(C(=O)NC(CSSCCC=C2)C(=O)N1)C(C)C)C(C)C. Drug 2: C1CC(=O)NC(=O)C1N2C(=O)C3=CC=CC=C3C2=O. Cell line: SK-OV-3. Synergy scores: CSS=39.3, Synergy_ZIP=0.350, Synergy_Bliss=-1.10, Synergy_Loewe=-58.4, Synergy_HSA=-1.66. (2) Drug 1: CC1=C(C=C(C=C1)NC(=O)C2=CC=C(C=C2)CN3CCN(CC3)C)NC4=NC=CC(=N4)C5=CN=CC=C5. Drug 2: CC12CCC3C(C1CCC2OP(=O)(O)O)CCC4=C3C=CC(=C4)OC(=O)N(CCCl)CCCl.[Na+]. Cell line: SW-620. Synergy scores: CSS=-8.05, Synergy_ZIP=2.57, Synergy_Bliss=4.15, Synergy_Loewe=-7.34, Synergy_HSA=-6.85. (3) Drug 1: CC(C)(C#N)C1=CC(=CC(=C1)CN2C=NC=N2)C(C)(C)C#N. Drug 2: CCC1(C2=C(COC1=O)C(=O)N3CC4=CC5=C(C=CC(=C5CN(C)C)O)N=C4C3=C2)O.Cl. Cell line: PC-3. Synergy scores: CSS=20.3, Synergy_ZIP=0.0725, Synergy_Bliss=0.749, Synergy_Loewe=3.58, Synergy_HSA=4.59.